Dataset: Forward reaction prediction with 1.9M reactions from USPTO patents (1976-2016). Task: Predict the product of the given reaction. (1) Given the reactants [CH3:1][O:2][CH:3]([O:33][CH3:34])[C@@:4]1([CH3:32])[C@H:9]([OH:10])[C@@H:8]([N:11]([C:18]2[CH:23]=[CH:22][C:21]([Cl:24])=[CH:20][CH:19]=2)[CH2:12][C:13]2[NH:14][CH:15]=[CH:16][N:17]=2)[C:7]2[CH:25]=[C:26]([N+:29]([O-])=O)[CH:27]=[CH:28][C:6]=2[O:5]1, predict the reaction product. The product is: [NH2:29][C:26]1[CH:27]=[CH:28][C:6]2[O:5][C@:4]([CH:3]([O:33][CH3:34])[O:2][CH3:1])([CH3:32])[C@H:9]([OH:10])[C@@H:8]([N:11]([C:18]3[CH:19]=[CH:20][C:21]([Cl:24])=[CH:22][CH:23]=3)[CH2:12][C:13]3[NH:14][CH:15]=[CH:16][N:17]=3)[C:7]=2[CH:25]=1. (2) Given the reactants [F:1][C:2]1[CH:7]=[CH:6][C:5]([C@H:8]([NH:10][C:11](=[O:39])[C:12]2[CH:17]=[C:16]([N:18]([CH3:23])[S:19]([CH3:22])(=[O:21])=[O:20])[CH:15]=[C:14]([C:24]3[O:25][C:26]([C:29](O)([CH3:37])[CH2:30][C:31]4[CH:36]=[CH:35][CH:34]=[CH:33][CH:32]=4)=[CH:27][CH:28]=3)[CH:13]=2)[CH3:9])=[CH:4][CH:3]=1.[N-:40]=[N+]=[N-].[Na+].C(O)(C(F)(F)F)=O, predict the reaction product. The product is: [F:1][C:2]1[CH:7]=[CH:6][C:5]([C@H:8]([NH:10][C:11](=[O:39])[C:12]2[CH:17]=[C:16]([N:18]([CH3:23])[S:19]([CH3:22])(=[O:21])=[O:20])[CH:15]=[C:14]([C:24]3[O:25][C:26]([C:29]([NH2:40])([CH3:37])[CH2:30][C:31]4[CH:32]=[CH:33][CH:34]=[CH:35][CH:36]=4)=[CH:27][CH:28]=3)[CH:13]=2)[CH3:9])=[CH:4][CH:3]=1. (3) Given the reactants [CH3:1][NH:2][C:3]1[CH:4]=[CH:5][C:6]2[CH2:10][O:9][B:8]([OH:11])[C:7]=2[CH:12]=1.CCN(CC)CC.[F:20][C:21]1[CH:29]=[CH:28][C:24]([C:25](Cl)=[O:26])=[CH:23][CH:22]=1, predict the reaction product. The product is: [F:20][C:21]1[CH:29]=[CH:28][C:24]([C:25]([N:2]([C:3]2[CH:4]=[CH:5][C:6]3[CH2:10][O:9][B:8]([OH:11])[C:7]=3[CH:12]=2)[CH3:1])=[O:26])=[CH:23][CH:22]=1.